Dataset: Reaction yield outcomes from USPTO patents with 853,638 reactions. Task: Predict the reaction yield, written as a fraction of the theoretical maximum amount of product (1.0 means a 100% yield; for example, 0.34 means a 34% yield). (1) The reactants are [N:1]1([C:7]2[N:12]=[CH:11][C:10]([NH2:13])=[C:9]([C:14]3[CH:19]=[CH:18][CH:17]=[CH:16][C:15]=3[CH3:20])[CH:8]=2)[CH2:6][CH2:5][S:4][CH2:3][CH2:2]1.[C:21](=O)([O-])[O-].[K+].[K+].ClC(OCC)=O.[H-].COCCO[Al+]OCCOC.[Na+].[H-].[OH-].[Na+]. The catalyst is O1CCCC1.C1(C)C=CC=CC=1. The yield is 0.920. The product is [CH3:21][NH:13][C:10]1[CH:11]=[N:12][C:7]([N:1]2[CH2:6][CH2:5][S:4][CH2:3][CH2:2]2)=[CH:8][C:9]=1[C:14]1[CH:19]=[CH:18][CH:17]=[CH:16][C:15]=1[CH3:20]. (2) The reactants are Br[C:2]1[S:6][C:5]([C:7]2[CH:8]=[CH:9][C:10]3[CH2:17][CH:16]4[C:18]5([CH2:22][N:21]([CH2:23][C:24]([F:27])([F:26])[F:25])[S:20](=[O:29])(=[O:28])[NH:19]5)[CH:13]([CH2:14][CH2:15]4)[CH2:12][C:11]=3[CH:30]=2)=[N:4][CH:3]=1.[F:31][C:32]1[CH:33]=[C:34](B(O)O)[CH:35]=[CH:36][CH:37]=1.C(=O)([O-])[O-].[K+].[K+].ClCCl. The catalyst is C1(C)C=CC=CC=1.C(O)C.O.C1C=CC(P(C2C=CC=CC=2)[C-]2C=CC=C2)=CC=1.C1C=CC(P(C2C=CC=CC=2)[C-]2C=CC=C2)=CC=1.Cl[Pd]Cl.[Fe+2]. The product is [F:31][C:32]1[CH:37]=[C:36]([C:2]2[S:6][C:5]([C:7]3[CH:8]=[CH:9][C:10]4[CH2:17][CH:16]5[C:18]6([CH2:22][N:21]([CH2:23][C:24]([F:27])([F:26])[F:25])[S:20](=[O:29])(=[O:28])[NH:19]6)[CH:13]([CH2:14][CH2:15]5)[CH2:12][C:11]=4[CH:30]=3)=[N:4][CH:3]=2)[CH:35]=[CH:34][CH:33]=1. The yield is 0.270. (3) The reactants are [C:1]([C:3]1[CH:4]=[C:5]([CH2:9][N:10]2[C:15]([OH:16])=[C:14]([C:17]([NH:19][CH2:20][C:21]([O:23]CC)=[O:22])=[O:18])[C:13](=[O:26])[N:12]([CH2:27][C:28]3[CH:33]=[CH:32][CH:31]=[CH:30][CH:29]=3)[C:11]2=[O:34])[CH:6]=[CH:7][CH:8]=1)#[N:2].[OH-].[Na+]. The catalyst is CO. The product is [C:1]([C:3]1[CH:4]=[C:5]([CH2:9][N:10]2[C:15]([OH:16])=[C:14]([C:17]([NH:19][CH2:20][C:21]([OH:23])=[O:22])=[O:18])[C:13](=[O:26])[N:12]([CH2:27][C:28]3[CH:29]=[CH:30][CH:31]=[CH:32][CH:33]=3)[C:11]2=[O:34])[CH:6]=[CH:7][CH:8]=1)#[N:2]. The yield is 0.200. (4) The reactants are N[C:2]1[C:6]([C:7]([O:9][CH2:10][CH3:11])=[O:8])=[CH:5][NH:4][N:3]=1.[I-:12].[K+].N([O-])=O.[Na+]. The catalyst is C(O)(=O)C.O. The yield is 0.590. The product is [I:12][C:2]1[C:6]([C:7]([O:9][CH2:10][CH3:11])=[O:8])=[CH:5][NH:4][N:3]=1. (5) The reactants are [C:1]([OH:10])(=O)[C:2]1[C:3](=[CH:5][CH:6]=[CH:7][CH:8]=1)[OH:4].[NH2:11][CH2:12][CH2:13][NH:14][C:15](=[O:21])[O:16][C:17]([CH3:20])([CH3:19])[CH3:18].C(Cl)CCl. The catalyst is C(Cl)Cl. The product is [OH:4][C:3]1[CH:5]=[CH:6][CH:7]=[CH:8][C:2]=1[C:1]([NH:11][CH2:12][CH2:13][NH:14][C:15](=[O:21])[O:16][C:17]([CH3:19])([CH3:18])[CH3:20])=[O:10]. The yield is 0.650. (6) The reactants are Br[C:2]1[N:6]([CH2:7][C:8]2[CH:13]=[CH:12][C:11]([O:14][CH3:15])=[CH:10][CH:9]=2)[N:5]=[C:4]([N+:16]([O-:18])=[O:17])[N:3]=1.[CH3:19][O:20][C:21]1[CH:26]=[CH:25][C:24]([CH2:27][NH:28][CH3:29])=[CH:23][CH:22]=1. The catalyst is C(Cl)Cl. The product is [CH3:19][O:20][C:21]1[CH:26]=[CH:25][C:24]([CH2:27][N:28]([C:2]2[N:6]([CH2:7][C:8]3[CH:13]=[CH:12][C:11]([O:14][CH3:15])=[CH:10][CH:9]=3)[N:5]=[C:4]([N+:16]([O-:18])=[O:17])[N:3]=2)[CH3:29])=[CH:23][CH:22]=1. The yield is 0.940.